This data is from Forward reaction prediction with 1.9M reactions from USPTO patents (1976-2016). The task is: Predict the product of the given reaction. (1) The product is: [CH3:1][C:2]1[S:6][C:5]([S:7][C:11]2[C:12]([C:17]#[N:18])=[N:13][CH:14]=[CH:15][N:16]=2)=[N:4][N:3]=1. Given the reactants [CH3:1][C:2]1[S:6][C:5]([SH:7])=[N:4][N:3]=1.[H-].[Na+].Cl[C:11]1[C:12]([C:17]#[N:18])=[N:13][CH:14]=[CH:15][N:16]=1, predict the reaction product. (2) Given the reactants CC1(C)C(C)(C)OB([C:9]2[CH:10]=[N:11][N:12](C(OC(C)(C)C)=O)[CH:13]=2)O1.C(=O)([O-])[O-].[K+].[K+].Br[C:29]1[CH:34]=[C:33]([N+:35]([O-:37])=[O:36])[CH:32]=[C:31]([CH3:38])[CH:30]=1, predict the reaction product. The product is: [CH3:38][C:31]1[CH:30]=[C:29]([C:9]2[CH:13]=[N:12][NH:11][CH:10]=2)[CH:34]=[C:33]([N+:35]([O-:37])=[O:36])[CH:32]=1. (3) Given the reactants C[Si](Cl)(C)C.Br[CH2:7][C:8]([O:10][CH2:11][CH3:12])=[O:9].[CH2:13]([O:20][C:21]1[CH:28]=[C:27]([O:29][CH:30]2[CH2:35][CH2:34][CH2:33][CH2:32][O:31]2)[CH:26]=[C:25]([B:36]2CC(C)(C)C(C)(C)C2)[C:22]=1[CH:23]=[O:24])[C:14]1[CH:19]=[CH:18][CH:17]=[CH:16][CH:15]=1.C1C[O:48]CC1, predict the reaction product. The product is: [CH2:11]([O:10][C:8](=[O:9])[CH2:7][CH:23]1[O:24][B:36]([OH:48])[C:25]2[CH:26]=[C:27]([O:29][CH:30]3[CH2:35][CH2:34][CH2:33][CH2:32][O:31]3)[CH:28]=[C:21]([O:20][CH2:13][C:14]3[CH:19]=[CH:18][CH:17]=[CH:16][CH:15]=3)[C:22]1=2)[CH3:12]. (4) Given the reactants [OH:1][C:2]1[CH:3]=[C:4]([CH:7]=[CH:8][C:9]=1[N+:10]([O-:12])=[O:11])[CH:5]=O.[F:13][C:14]1[CH:15]=[C:16]2[C:20](=[CH:21][C:22]=1[F:23])[NH:19][C:18]([C:24]1[CH:25]=[CH:26][C:27]([O:31][CH3:32])=[C:28]([NH2:30])[CH:29]=1)=[CH:17]2.C(O[BH-](OC(=O)C)OC(=O)C)(=O)C.[Na+].C(=O)(O)[O-].[Na+], predict the reaction product. The product is: [F:13][C:14]1[CH:15]=[C:16]2[C:20](=[CH:21][C:22]=1[F:23])[NH:19][C:18]([C:24]1[CH:25]=[CH:26][C:27]([O:31][CH3:32])=[C:28]([NH:30][CH2:5][C:4]3[CH:7]=[CH:8][C:9]([N+:10]([O-:12])=[O:11])=[C:2]([OH:1])[CH:3]=3)[CH:29]=1)=[CH:17]2. (5) Given the reactants [F:1][C:2]1[CH:3]=[C:4](B(O)O)[CH:5]=[CH:6][CH:7]=1.COCCOC.[Cl:17][C:18]1[CH:23]=[C:22](Cl)[N:21]=[CH:20][N:19]=1, predict the reaction product. The product is: [Cl:17][C:18]1[CH:23]=[C:22]([C:4]2[CH:5]=[CH:6][CH:7]=[C:2]([F:1])[CH:3]=2)[N:21]=[CH:20][N:19]=1. (6) The product is: [Cl:27][C:17]1[C:16]2[C:11](=[C:12]([CH3:22])[C:13]([O:20][CH3:21])=[CH:14][CH:15]=2)[N:10]=[C:9]([C:6]2[S:7][CH:8]=[C:4]([CH:1]([CH3:3])[CH3:2])[N:5]=2)[CH:18]=1. Given the reactants [CH:1]([C:4]1[N:5]=[C:6]([C:9]2[CH:18]=[C:17](O)[C:16]3[C:11](=[C:12]([CH3:22])[C:13]([O:20][CH3:21])=[CH:14][CH:15]=3)[N:10]=2)[S:7][CH:8]=1)([CH3:3])[CH3:2].[OH-].[Na+].O=P(Cl)(Cl)[Cl:27], predict the reaction product.